This data is from Forward reaction prediction with 1.9M reactions from USPTO patents (1976-2016). The task is: Predict the product of the given reaction. (1) Given the reactants Cl[C:2]1[CH:7]=[C:6]([C:8]2[CH:13]=[CH:12][C:11]([C:14]([F:17])([F:16])[F:15])=[CH:10][CH:9]=2)[CH:5]=[C:4]([CH3:18])[N:3]=1.[I:19][C:20]1[N:21]=[CH:22][NH:23][CH:24]=1, predict the reaction product. The product is: [I:19][C:20]1[N:21]=[CH:22][N:23]([C:2]2[CH:7]=[C:6]([C:8]3[CH:13]=[CH:12][C:11]([C:14]([F:17])([F:16])[F:15])=[CH:10][CH:9]=3)[CH:5]=[C:4]([CH3:18])[N:3]=2)[CH:24]=1. (2) Given the reactants [NH2:1][C@H:2]1[CH2:6][CH2:5][C@@H:4]([C:7]([OH:9])=[O:8])[CH2:3]1.S(Cl)([Cl:12])=O.[CH3:14]CCCO.CC(O)=O.O.C1C=C2C(C(O)(O)C(=O)C2=CC=1)=O.CCO, predict the reaction product. The product is: [ClH:12].[NH2:1][C@H:2]1[CH2:6][CH2:5][C@@H:4]([C:7]([O:9][CH3:14])=[O:8])[CH2:3]1. (3) Given the reactants Br[C:2]1[CH:3]=[C:4]2[C:9](=[CH:10][CH:11]=1)[N:8]=[C:7]([O:12][CH2:13][CH2:14][CH2:15][CH2:16][CH2:17][CH2:18][CH3:19])[CH:6]=[CH:5]2.[N+:20]([CH2:23][CH3:24])([O-:22])=[O:21].C(=O)([O-])[O-].[Cs+].[Cs+], predict the reaction product. The product is: [CH2:13]([O:12][C:7]1[CH:6]=[CH:5][C:4]2[C:9](=[CH:10][CH:11]=[C:2]([CH:23]([N+:20]([O-:22])=[O:21])[CH3:24])[CH:3]=2)[N:8]=1)[CH2:14][CH2:15][CH2:16][CH2:17][CH2:18][CH3:19]. (4) Given the reactants [Cl:1][C:2]1[N:7]=[N:6][C:5]([C:8]([OH:10])=O)=[CH:4][CH:3]=1.C(Cl)(=O)C([Cl:14])=O, predict the reaction product. The product is: [Cl:1][C:2]1[N:7]=[N:6][C:5]([C:8]([Cl:14])=[O:10])=[CH:4][CH:3]=1. (5) Given the reactants [CH2:1]([CH:4]1[CH2:9][CH2:8][CH:7]([C:10]([OH:12])=[O:11])[CH2:6][CH2:5]1)[CH2:2][CH3:3].[Br:13][CH2:14][CH2:15][CH2:16][CH2:17]O.C1(C)C=CC(S(O)(=O)=O)=CC=1, predict the reaction product. The product is: [Br:13][CH2:14][CH2:15][CH2:16][CH2:17][O:11][C:10]([CH:7]1[CH2:8][CH2:9][CH:4]([CH2:1][CH2:2][CH3:3])[CH2:5][CH2:6]1)=[O:12].